Dataset: Catalyst prediction with 721,799 reactions and 888 catalyst types from USPTO. Task: Predict which catalyst facilitates the given reaction. Reactant: C(N(C)[C:9]([Cl:11])=[O:10])C1C=CC=CC=1.[CH:13]1([NH:16][C:17]2[CH:22]=[CH:21][CH:20]=[CH:19][CH:18]=2)[CH2:15][CH2:14]1.CC#N.O.CC#N. Product: [C:17]1([N:16]([CH:13]2[CH2:15][CH2:14]2)[C:9]([Cl:11])=[O:10])[CH:22]=[CH:21][CH:20]=[CH:19][CH:18]=1. The catalyst class is: 6.